Dataset: Reaction yield outcomes from USPTO patents with 853,638 reactions. Task: Predict the reaction yield, written as a fraction of the theoretical maximum amount of product (1.0 means a 100% yield; for example, 0.34 means a 34% yield). (1) The reactants are [NH2:1][C:2]1[O:6][N:5]=[C:4]([CH3:7])[C:3]=1[Br:8].[F:9][C:10]1[CH:15]=[CH:14][CH:13]=[CH:12][C:11]=1[S:16](Cl)(=[O:18])=[O:17]. No catalyst specified. The product is [F:9][C:10]1[CH:15]=[CH:14][CH:13]=[CH:12][C:11]=1[S:16]([NH:1][C:2]1[O:6][N:5]=[C:4]([CH3:7])[C:3]=1[Br:8])(=[O:18])=[O:17]. The yield is 0.440. (2) The reactants are [CH3:1][O:2][C:3]1[CH:4]=[C:5]([SH:9])[CH:6]=[CH:7][CH:8]=1.[C:10]1([CH:16]2[CH2:21]CO[C:17]2=O)[CH:15]=[CH:14][CH:13]=[CH:12][CH:11]=1.[C:22](=[O:25])([O-])[O-:23].[K+].[K+].[C:28](O)(=O)[CH2:29]C(CC(O)=O)(C(O)=O)O. The catalyst is CN(C=O)C.C(OC(=O)C)C. The product is [CH3:1][O:2][C:3]1[CH:4]=[C:5]([S:9][CH2:21][CH:16]([C:10]2[CH:11]=[CH:12][CH:13]=[CH:14][CH:15]=2)[CH2:17][C:22]([O:23][CH2:28][CH3:29])=[O:25])[CH:6]=[CH:7][CH:8]=1. The yield is 0.400.